This data is from Forward reaction prediction with 1.9M reactions from USPTO patents (1976-2016). The task is: Predict the product of the given reaction. (1) Given the reactants [C:1]([C:3]1[CH:8]=[CH:7][CH:6]=[CH:5][C:4]=1[NH2:9])#[CH:2].C(N(CC)C(C)C)(C)C.Br[C:20]1[C:21]2[N:22]([N:26]=[C:27]([Cl:29])[N:28]=2)[CH:23]=[CH:24][CH:25]=1.Cl, predict the reaction product. The product is: [Cl:29][C:27]1[N:28]=[C:21]2[C:20]([C:2]#[C:1][C:3]3[CH:8]=[CH:7][CH:6]=[CH:5][C:4]=3[NH2:9])=[CH:25][CH:24]=[CH:23][N:22]2[N:26]=1. (2) Given the reactants F[C:2]1[CH:3]=[CH:4][C:5]([N+:9]([O-:11])=[O:10])=[C:6]([CH3:8])[CH:7]=1.C(=O)([O-])[O-].[Na+].[Na+].[CH3:18][N:19]([CH2:24][CH2:25][CH2:26][NH2:27])[CH2:20][CH2:21][CH2:22][NH2:23], predict the reaction product. The product is: [CH3:18][N:19]([CH2:24][CH2:25][CH2:26][NH:27][C:2]1[CH:3]=[CH:4][C:5]([N+:9]([O-:11])=[O:10])=[C:6]([CH3:8])[CH:7]=1)[CH2:20][CH2:21][CH2:22][NH:23][C:2]1[CH:3]=[CH:4][C:5]([N+:9]([O-:11])=[O:10])=[C:6]([CH3:8])[CH:7]=1. (3) Given the reactants [NH2:1][C:2]1[N:7]=[CH:6][C:5]([C:8]#[C:9][C:10]2[CH:11]=[C:12]([NH:16][C:17](=[O:25])OC3C=CC=CC=3)[CH:13]=[CH:14][CH:15]=2)=[CH:4][N:3]=1.[F:26][C:27]1[CH:28]=[C:29]([NH2:40])[CH:30]=[C:31]([N:33]2[CH2:38][CH2:37][N:36]([CH3:39])[CH2:35][CH2:34]2)[CH:32]=1.C(N(CC)CC)C, predict the reaction product. The product is: [NH2:1][C:2]1[N:3]=[CH:4][C:5]([C:8]#[C:9][C:10]2[CH:11]=[C:12]([NH:16][C:17]([NH:40][C:29]3[CH:30]=[C:31]([N:33]4[CH2:38][CH2:37][N:36]([CH3:39])[CH2:35][CH2:34]4)[CH:32]=[C:27]([F:26])[CH:28]=3)=[O:25])[CH:13]=[CH:14][CH:15]=2)=[CH:6][N:7]=1. (4) Given the reactants Cl[C:2]1[CH:3]=[CH:4][C:5]2[N:6]=[CH:7][N:8]=[C:9]([NH:12][C:13]3[CH:18]=[CH:17][C:16]([O:19][C:20]([F:23])([F:22])[F:21])=[CH:15][CH:14]=3)[C:10]=2[N:11]=1.[Cl:24][C:25]1[C:30]([NH:31][S:32]([C:35]2[CH:40]=[CH:39][C:38]([F:41])=[CH:37][C:36]=2[F:42])(=[O:34])=[O:33])=[CH:29][C:28](B2OC(C)(C)C(C)(C)O2)=[CH:27][N:26]=1.C(=O)(O)[O-].[Na+], predict the reaction product. The product is: [Cl:24][C:25]1[C:30]([NH:31][S:32]([C:35]2[CH:40]=[CH:39][C:38]([F:41])=[CH:37][C:36]=2[F:42])(=[O:34])=[O:33])=[CH:29][C:28]([C:2]2[CH:3]=[CH:4][C:5]3[N:6]=[CH:7][N:8]=[C:9]([NH:12][C:13]4[CH:18]=[CH:17][C:16]([O:19][C:20]([F:23])([F:21])[F:22])=[CH:15][CH:14]=4)[C:10]=3[N:11]=2)=[CH:27][N:26]=1.